Dataset: Full USPTO retrosynthesis dataset with 1.9M reactions from patents (1976-2016). Task: Predict the reactants needed to synthesize the given product. Given the product [Cl:5][C:6]1[CH:11]=[CH:10][C:9]([N+:12]([O-:14])=[O:13])=[CH:8][C:7]=1[S:15]([NH2:20])(=[O:18])=[O:16], predict the reactants needed to synthesize it. The reactants are: S(Cl)(Cl)=O.[Cl:5][C:6]1[CH:11]=[CH:10][C:9]([N+:12]([O-:14])=[O:13])=[CH:8][C:7]=1[S:15]([OH:18])(=O)=[O:16].C[N:20](C)C=O.